Predict the reaction yield, written as a fraction of the theoretical maximum amount of product (1.0 means a 100% yield; for example, 0.34 means a 34% yield). From a dataset of Reaction yield outcomes from USPTO patents with 853,638 reactions. (1) The reactants are [CH:1]1([N:4]2[C:8]3[C:9]([O:22][C@@H:23]([C@H:25]4[CH2:29][NH:28][C:27](=[O:30])[CH2:26]4)[CH3:24])=[CH:10][C:11](B4OC(C)(C)C(C)(C)O4)=[CH:12][C:7]=3[N:6]=[CH:5]2)[CH2:3][CH2:2]1.I[C:32]1[CH:36]=[CH:35][N:34]([CH3:37])[N:33]=1.C([O-])([O-])=O.[Na+].[Na+].N#N. The catalyst is C1C=CC([P]([Pd]([P](C2C=CC=CC=2)(C2C=CC=CC=2)C2C=CC=CC=2)([P](C2C=CC=CC=2)(C2C=CC=CC=2)C2C=CC=CC=2)[P](C2C=CC=CC=2)(C2C=CC=CC=2)C2C=CC=CC=2)(C2C=CC=CC=2)C2C=CC=CC=2)=CC=1.C(Cl)Cl.COCCOC. The product is [CH:1]1([N:4]2[C:8]3[C:9]([O:22][C@@H:23]([C@H:25]4[CH2:29][NH:28][C:27](=[O:30])[CH2:26]4)[CH3:24])=[CH:10][C:11]([C:32]4[CH:36]=[CH:35][N:34]([CH3:37])[N:33]=4)=[CH:12][C:7]=3[N:6]=[CH:5]2)[CH2:3][CH2:2]1. The yield is 0.380. (2) The reactants are [CH3:1][CH:2]([CH3:5])[CH2:3][OH:4].[H-].[Na+].[N+:8]([C:11]1[CH:18]=[CH:17][CH:16]=[C:15]([N+]([O-])=O)[C:12]=1[C:13]#[N:14])([O-:10])=[O:9]. The catalyst is C1COCC1. The product is [CH2:3]([O:4][C:15]1[CH:16]=[CH:17][CH:18]=[C:11]([N+:8]([O-:10])=[O:9])[C:12]=1[C:13]#[N:14])[CH:2]([CH3:5])[CH3:1]. The yield is 1.00. (3) The reactants are [CH3:1][C:2]1[C:7]([C:8]([O:10]C)=[O:9])=[C:6]([C:12]([F:15])([F:14])[F:13])[CH:5]=[C:4]([CH3:16])[N:3]=1.[OH-].[K+].[ClH:19]. The catalyst is C(O)C. The product is [ClH:19].[CH3:1][C:2]1[C:7]([C:8]([OH:10])=[O:9])=[C:6]([C:12]([F:14])([F:13])[F:15])[CH:5]=[C:4]([CH3:16])[N:3]=1. The yield is 0.990. (4) The reactants are [CH2:1]([S:3]([NH:6][C:7]1[CH:8]=[C:9]([CH:36]=[CH:37][CH:38]=1)[O:10][C:11]1[CH:16]=[C:15]([F:17])[CH:14]=[C:13]([NH:18][C:19]2[CH:24]=[CH:23][C:22]([I:25])=[CH:21][C:20]=2[F:26])[C:12]=1[NH:27][S:28]([CH2:31][C:32](OC)=[O:33])(=[O:30])=[O:29])(=[O:5])=[O:4])[CH3:2].[H-].[H-].[H-].[H-].[Li+].[Al+3].C(OCC)(=O)C. The catalyst is C1COCC1. The product is [CH2:1]([S:3]([NH:6][C:7]1[CH:8]=[C:9]([CH:36]=[CH:37][CH:38]=1)[O:10][C:11]1[CH:16]=[C:15]([F:17])[CH:14]=[C:13]([NH:18][C:19]2[CH:24]=[CH:23][C:22]([I:25])=[CH:21][C:20]=2[F:26])[C:12]=1[NH:27][S:28]([CH2:31][CH2:32][OH:33])(=[O:29])=[O:30])(=[O:5])=[O:4])[CH3:2]. The yield is 0.280. (5) The reactants are Br[C:2]1[CH:7]=[CH:6][C:5]([C:8]2[O:12][N:11]=[C:10]([C:13]3[CH:14]=[CH:15][C:16]4[O:20][C:19]([C:21]5([NH:29][C:30](=[O:36])[O:31][C:32]([CH3:35])([CH3:34])[CH3:33])[CH2:26][O:25][C:24]([CH3:28])([CH3:27])[O:23][CH2:22]5)=[CH:18][C:17]=4[CH:37]=3)[N:9]=2)=[CH:4][C:3]=1[Cl:38].[S:39]1[CH:43]=[CH:42][C:41](B(O)O)=[CH:40]1.C([O-])(O)=O.[Na+]. The catalyst is O1CCOCC1.O.C1C=CC([P]([Pd]([P](C2C=CC=CC=2)(C2C=CC=CC=2)C2C=CC=CC=2)([P](C2C=CC=CC=2)(C2C=CC=CC=2)C2C=CC=CC=2)[P](C2C=CC=CC=2)(C2C=CC=CC=2)C2C=CC=CC=2)(C2C=CC=CC=2)C2C=CC=CC=2)=CC=1. The product is [Cl:38][C:3]1[CH:4]=[C:5]([C:8]2[O:12][N:11]=[C:10]([C:13]3[CH:14]=[CH:15][C:16]4[O:20][C:19]([C:21]5([NH:29][C:30](=[O:36])[O:31][C:32]([CH3:35])([CH3:34])[CH3:33])[CH2:26][O:25][C:24]([CH3:28])([CH3:27])[O:23][CH2:22]5)=[CH:18][C:17]=4[CH:37]=3)[N:9]=2)[CH:6]=[CH:7][C:2]=1[C:41]1[CH:42]=[CH:43][S:39][CH:40]=1. The yield is 0.710. (6) The product is [ClH:26].[N+:1]([C:4]1[CH:5]=[CH:6][C:7]([CH2:8][O:9][C:10](=[O:23])[CH2:11][NH:12][CH:13]([CH3:14])[CH3:15])=[CH:24][CH:25]=1)([O-:3])=[O:2]. The yield is 0.950. The reactants are [N+:1]([C:4]1[CH:25]=[CH:24][C:7]([CH2:8][O:9][C:10](=[O:23])[CH2:11][N:12](C(OC(C)(C)C)=O)[CH:13]([CH3:15])[CH3:14])=[CH:6][CH:5]=1)([O-:3])=[O:2].[ClH:26].C(OCC)C. The catalyst is O1CCOCC1.